From a dataset of hERG Central: cardiac toxicity at 1µM, 10µM, and general inhibition. Predict hERG channel inhibition at various concentrations. (1) The molecule is O=C(OCCCN=C1NS(=O)(=O)c2ccccc21)C1CC(=O)N(c2ccc(Cl)cc2)C1. Results: hERG_inhib (hERG inhibition (general)): blocker. (2) The drug is CCN1CCN(c2ccc(S(=O)(=O)N3CCCCC3)cc2NC(=O)c2ccc(OC(F)F)cc2)CC1. Results: hERG_inhib (hERG inhibition (general)): blocker. (3) The drug is COc1ccc(C(=O)C2CCCN(Cc3cn[nH]c3-c3ccccc3)C2)cc1OC. Results: hERG_inhib (hERG inhibition (general)): blocker. (4) The compound is Cn1c(CN2CCN(C(=O)c3ccc(F)cc3)CC2)nc2cc([N+](=O)[O-])ccc21. Results: hERG_inhib (hERG inhibition (general)): blocker. (5) The compound is Cc1cc2c(C)nc(N/N=C/c3ccc(F)cc3)nc2o1. Results: hERG_inhib (hERG inhibition (general)): blocker.